From a dataset of Reaction yield outcomes from USPTO patents with 853,638 reactions. Predict the reaction yield, written as a fraction of the theoretical maximum amount of product (1.0 means a 100% yield; for example, 0.34 means a 34% yield). (1) The reactants are [C:1]([O:5][C:6]([N:8]1[C@H:12]([C:13]([OH:15])=O)[CH2:11][O:10][CH2:9]1)=[O:7])([CH3:4])([CH3:3])[CH3:2].C[C:17]1([CH3:25])[O:24][C:22](=[O:23])[CH2:21][C:19](=O)O1.CN(C1C=CC=CN=1)C.C1(N=C=NC2CCCCC2)CCCCC1.[C:50]([C:53]1[CH:60]=[CH:59][C:56](C=O)=[CH:55][CH:54]=1)([OH:52])=[O:51]. The catalyst is N1CCCCC1.C1(C)C=CC=CC=1.C(Cl)Cl. The product is [C:1]([O:5][C:6]([N:8]1[C@H:12]([C:13](=[O:15])/[C:21](/[C:22]([O:24][CH2:17][CH3:25])=[O:23])=[CH:19]/[C:56]2[CH:59]=[CH:60][C:53]([C:50]([OH:52])=[O:51])=[CH:54][CH:55]=2)[CH2:11][O:10][CH2:9]1)=[O:7])([CH3:2])([CH3:3])[CH3:4]. The yield is 0.850. (2) The reactants are [CH2:1]([S:4](Cl)(=[O:6])=[O:5])[CH2:2][CH3:3].[NH2:8][C:9]1[C:10]([F:19])=[C:11]([C:15]([F:18])=[CH:16][CH:17]=1)[C:12]([OH:14])=[O:13].C(N([CH2:25][CH3:26])CC)C. The catalyst is C(Cl)Cl. The product is [F:19][C:10]1[C:9]([N:8]([S:4]([CH2:1][CH2:25][CH3:26])(=[O:6])=[O:5])[S:4]([CH2:1][CH2:2][CH3:3])(=[O:6])=[O:5])=[CH:17][CH:16]=[C:15]([F:18])[C:11]=1[C:12]([OH:14])=[O:13]. The yield is 0.740.